From a dataset of Full USPTO retrosynthesis dataset with 1.9M reactions from patents (1976-2016). Predict the reactants needed to synthesize the given product. (1) Given the product [NH:1]1[C:9]2[C:4](=[CH:5][CH:6]=[CH:7][CH:8]=2)[C:3]([CH2:10][C:11]2[CH:17]=[CH:16][C:14]([NH:15][C:20]([NH:51][CH2:50][CH2:49][N:46]3[CH2:47][CH2:48][N:43]([CH3:42])[CH2:44][CH2:45]3)=[O:21])=[CH:13][C:12]=2[CH2:18][CH3:19])=[CH:2]1, predict the reactants needed to synthesize it. The reactants are: [NH:1]1[C:9]2[C:4](=[CH:5][CH:6]=[CH:7][CH:8]=2)[C:3]([CH2:10][C:11]2[CH:17]=[CH:16][C:14]([NH2:15])=[CH:13][C:12]=2[CH2:18][CH3:19])=[CH:2]1.[C:20](Cl)(=O)[O:21]C1C=CC([N+]([O-])=O)=CC=1.C(N(C(C)C)CC)(C)C.[CH3:42][N:43]1[CH2:48][CH2:47][N:46]([CH2:49][CH2:50][NH2:51])[CH2:45][CH2:44]1. (2) Given the product [Cl:18][C:10]1[C:11]2[C:12](=[N:13][CH:14]=[CH:15][C:16]=2[I:17])[N:8]([C:5]2[CH:4]=[CH:3][C:2]([F:1])=[CH:7][CH:6]=2)[N:9]=1, predict the reactants needed to synthesize it. The reactants are: [F:1][C:2]1[CH:7]=[CH:6][C:5]([N:8]2[C:12]3=[N:13][CH:14]=[CH:15][C:16]([I:17])=[C:11]3[CH:10]=[N:9]2)=[CH:4][CH:3]=1.[Cl:18]N1C(=O)CCC1=O. (3) Given the product [N:2]([CH2:4][C:13]1[CH:12]=[CH:11][C:10]([O:17][CH:14]([CH3:16])[CH3:15])=[CH:9][CH:8]=1)=[C:3]=[O:35], predict the reactants needed to synthesize it. The reactants are: C[N:2]([C:4]1[C:13]2[C:8](=[CH:9][CH:10]=[CH:11][CH:12]=2)C=CC=1)[CH3:3].[CH:14]([O:17]C1C=CC(CC(O)=O)=CC=1)([CH3:16])[CH3:15].C1(P(N=[N+]=[N-])(C2C=CC=CC=2)=[O:35])C=CC=CC=1. (4) The reactants are: [O:1]=[C:2]1[N:7]([CH2:8][C:9]([NH:11][C@@H:12]([CH2:16][C:17]2[CH:22]=[CH:21][CH:20]=[CH:19][CH:18]=2)[C:13]([OH:15])=[O:14])=[O:10])[C:6]([C:23]2[CH:28]=[CH:27][CH:26]=[CH:25][CH:24]=2)=[N:5][CH:4]=[C:3]1[NH:29]C(=O)CC1C=CC=CC=1.P([O-])(O)(O)=O.[K+].[OH-].[Na+].CC1(C)S[C@@H]2[C@H](NC(CC3C=CC=CC=3)=O)C(=O)N2[C@H]1C([O-])=O.[K+]. Given the product [NH2:29][C:3]1[C:2](=[O:1])[N:7]([CH2:8][C:9]([NH:11][C@@H:12]([CH2:16][C:17]2[CH:18]=[CH:19][CH:20]=[CH:21][CH:22]=2)[C:13]([OH:15])=[O:14])=[O:10])[C:6]([C:23]2[CH:24]=[CH:25][CH:26]=[CH:27][CH:28]=2)=[N:5][CH:4]=1, predict the reactants needed to synthesize it. (5) Given the product [CH2:1]([C:8]1[N:9]=[C:10](/[CH:34]=[CH:35]/[CH2:36][CH2:37][N:38]2[CH2:43][CH2:42][CH2:41][CH2:40][CH2:39]2)[C:11]2[C:19]3[C:14](=[CH:15][C:16]([C:20]([O:22][CH3:23])=[O:21])=[CH:17][CH:18]=3)[NH:13][C:12]=2[N:24]=1)[C:2]1[CH:7]=[CH:6][CH:5]=[CH:4][CH:3]=1, predict the reactants needed to synthesize it. The reactants are: [CH2:1]([C:8]1[N:9]=[C:10](Cl)[C:11]2[C:19]3[C:14](=[CH:15][C:16]([C:20]([O:22][CH3:23])=[O:21])=[CH:17][CH:18]=3)[NH:13][C:12]=2[N:24]=1)[C:2]1[CH:7]=[CH:6][CH:5]=[CH:4][CH:3]=1.CC1(C)C(C)(C)OB(/[CH:34]=[CH:35]/[CH2:36][CH2:37][N:38]2[CH2:43][CH2:42][CH2:41][CH2:40][CH2:39]2)O1.C(=O)([O-])[O-].[K+].[K+]. (6) Given the product [CH2:1]([O:8][C:9]1[CH:10]=[C:11]2[C:16](=[CH:17][CH:18]=1)[C:15](=[O:19])[N:14]([CH2:20][CH:21]([CH3:22])[CH3:23])[C:13]([CH2:24][N:37]1[C:33](=[O:43])[C:34]3[C:35](=[CH:39][CH:40]=[CH:41][CH:42]=3)[C:36]1=[O:38])=[C:12]2[C:26]1[CH:31]=[CH:30][C:29]([Cl:32])=[CH:28][CH:27]=1)[C:2]1[CH:3]=[CH:4][CH:5]=[CH:6][CH:7]=1, predict the reactants needed to synthesize it. The reactants are: [CH2:1]([O:8][C:9]1[CH:10]=[C:11]2[C:16](=[CH:17][CH:18]=1)[C:15](=[O:19])[N:14]([CH2:20][CH:21]([CH3:23])[CH3:22])[C:13]([CH2:24]Cl)=[C:12]2[C:26]1[CH:31]=[CH:30][C:29]([Cl:32])=[CH:28][CH:27]=1)[C:2]1[CH:7]=[CH:6][CH:5]=[CH:4][CH:3]=1.[C:33]1(=[O:43])[NH:37][C:36](=[O:38])[C:35]2=[CH:39][CH:40]=[CH:41][CH:42]=[C:34]12.[K].O. (7) Given the product [C:1]([O:5][C:6](=[O:14])[NH:7][CH:8]1[CH2:13][CH2:12][N:11]([C:27](=[O:28])[C:26]2[CH:30]=[CH:31][C:23]([Cl:22])=[CH:24][CH:25]=2)[CH2:10][CH2:9]1)([CH3:4])([CH3:2])[CH3:3], predict the reactants needed to synthesize it. The reactants are: [C:1]([O:5][C:6](=[O:14])[NH:7][CH:8]1[CH2:13][CH2:12][NH:11][CH2:10][CH2:9]1)([CH3:4])([CH3:3])[CH3:2].C(N(CC)CC)C.[Cl:22][C:23]1[CH:31]=[CH:30][C:26]([C:27](Cl)=[O:28])=[CH:25][CH:24]=1.